This data is from Full USPTO retrosynthesis dataset with 1.9M reactions from patents (1976-2016). The task is: Predict the reactants needed to synthesize the given product. (1) The reactants are: Cl[CH:2]([CH3:16])[C:3]([NH:5][CH:6]1[CH:13]2[CH2:14][CH:9]3[CH2:10][CH:11]([CH2:15][CH:7]1[CH2:8]3)[CH2:12]2)=[O:4].C(=O)([O-])[O-].[Na+].[Na+].[C:23]([N:30]1[CH2:35][CH2:34][NH:33][CH2:32][CH2:31]1)([O:25][C:26]([CH3:29])([CH3:28])[CH3:27])=[O:24]. Given the product [C:26]([O:25][C:23]([N:30]1[CH2:35][CH2:34][N:33]([CH:2]([C:3](=[O:4])[NH:5][CH:6]2[CH:13]3[CH2:14][CH:9]4[CH2:10][CH:11]([CH2:15][CH:7]2[CH2:8]4)[CH2:12]3)[CH3:16])[CH2:32][CH2:31]1)=[O:24])([CH3:29])([CH3:27])[CH3:28], predict the reactants needed to synthesize it. (2) Given the product [CH2:36]([C@H:43]1[CH2:47][O:46][C:45]([CH3:49])([CH3:48])[N:44]1[C:50](=[O:70])[CH:51]([C:53]1[O:57][C:56]([C:58]2[CH:59]=[CH:60][C:61]([C:64]3[CH:65]=[CH:66][CH:67]=[CH:68][CH:69]=3)=[CH:62][CH:63]=2)=[CH:55][CH:54]=1)[OH:52])[C:37]1[CH:42]=[CH:41][CH:40]=[CH:39][CH:38]=1, predict the reactants needed to synthesize it. The reactants are: C([C@H]1COC(C)(C)N1C(=O)C(C1C=CN(C2C=CC(C3C=CC=CC=3)=CC=2)C=1)O)C1C=CC=CC=1.[CH2:36]([C@H:43]1[CH2:47][O:46][C:45]([CH3:49])([CH3:48])[N:44]1[C:50](=[O:70])[C:51]([C:53]1[O:57][C:56]([C:58]2[CH:63]=[CH:62][C:61]([C:64]3[CH:69]=[CH:68][CH:67]=[CH:66][CH:65]=3)=[CH:60][CH:59]=2)=[CH:55][CH:54]=1)=[O:52])[C:37]1[CH:42]=[CH:41][CH:40]=[CH:39][CH:38]=1.[BH4-].[Na+]. (3) Given the product [C:5]1([CH2:4][CH2:3][CH2:2][CH2:1][O:9][C:10]2[CH:18]=[CH:17][C:13]([C:14]([OH:16])=[O:15])=[CH:12][C:11]=2[C:19]([F:20])([F:21])[F:22])[CH:24]=[CH:23][CH:8]=[CH:7][CH:6]=1, predict the reactants needed to synthesize it. The reactants are: [CH2:1]([O:9][C:10]1[CH:18]=[CH:17][C:13]([C:14]([OH:16])=[O:15])=[CH:12][C:11]=1[C:19]([F:22])([F:21])[F:20])[CH2:2][CH2:3][CH2:4][CH2:5][CH2:6][CH2:7][CH3:8].[C:23](#N)[CH3:24].O. (4) Given the product [C:1]([O:5][C:6]([N:8]1[CH2:13][CH2:12][C:11]2[N:37]=[C:36]([N:31]3[CH2:35][CH2:34][CH2:33][CH2:32]3)[N:38]=[C:15]([C:16]3[CH:21]=[CH:20][C:19]([CH3:22])=[CH:18][CH:17]=3)[C:10]=2[CH2:9]1)=[O:7])([CH3:4])([CH3:3])[CH3:2], predict the reactants needed to synthesize it. The reactants are: [C:1]([O:5][C:6]([N:8]1[CH2:13][CH2:12][C:11](=O)[CH:10]([C:15](=O)[C:16]2[CH:21]=[CH:20][C:19]([CH3:22])=[CH:18][CH:17]=2)[CH2:9]1)=[O:7])([CH3:4])([CH3:3])[CH3:2].FC(F)(F)C(O)=O.[N:31]1([C:36]([NH2:38])=[NH:37])[CH2:35][CH2:34][CH2:33][CH2:32]1.CC(C)([O-])C.[Na+].